The task is: Predict the reactants needed to synthesize the given product.. This data is from Full USPTO retrosynthesis dataset with 1.9M reactions from patents (1976-2016). (1) Given the product [CH2:13]([O:20][C:21]1[C:22]([CH3:28])=[N:23][CH:24]=[CH:25][C:26]=1[O:27][CH2:35][C:34]1[CH:37]=[CH:38][C:31]([O:30][CH3:29])=[CH:32][CH:33]=1)[C:14]1[CH:15]=[CH:16][CH:17]=[CH:18][CH:19]=1, predict the reactants needed to synthesize it. The reactants are: CCOC(/N=N/C(OCC)=O)=O.[CH2:13]([O:20][C:21]1[C:22]([CH3:28])=[N:23][CH:24]=[CH:25][C:26]=1[OH:27])[C:14]1[CH:19]=[CH:18][CH:17]=[CH:16][CH:15]=1.[CH3:29][O:30][C:31]1[CH:38]=[CH:37][C:34]([CH2:35]O)=[CH:33][CH:32]=1.C1(P(C2C=CC=CC=2)C2C=CC=CC=2)C=CC=CC=1. (2) Given the product [Cl:1][C:2]1[N:7]=[C:6]([NH:14][C:13]2[CH:18]=[C:19]3[O:15][CH2:16][O:17][C:12]=2[C:11]([F:10])=[C:20]3[F:21])[C:5]([F:9])=[CH:4][N:3]=1, predict the reactants needed to synthesize it. The reactants are: [Cl:1][C:2]1[N:7]=[C:6](Cl)[C:5]([F:9])=[CH:4][N:3]=1.[F:10][C:11]1[C:12]2[O:17][CH2:16][O:15][NH:14][C:13]=2[CH:18]=[CH:19][C:20]=1[F:21]. (3) Given the product [F:8][C:4]1[CH:5]=[CH:6][CH:7]=[C:2]2[C:3]=1[C:9]1[CH:14]=[CH:13][C:12]([CH3:15])=[CH:11][C:10]=1[C:19]12[CH2:20][CH2:21][O:16][CH2:17][CH2:18]1, predict the reactants needed to synthesize it. The reactants are: Br[C:2]1[CH:7]=[CH:6][CH:5]=[C:4]([F:8])[C:3]=1[C:9]1[CH:14]=[CH:13][C:12]([CH3:15])=[CH:11][CH:10]=1.[O:16]1[CH2:21][CH2:20][C:19](=O)[CH2:18][CH2:17]1.C([Li])(C)(C)C. (4) Given the product [NH2:20][C:12]1[CH:13]=[C:14]([C:15]2[O:17][C:3]3[CH:4]=[CH:5][CH:6]=[CH:7][C:2]=3[N:1]=2)[CH:18]=[CH:19][C:11]=1[O:10][CH3:9], predict the reactants needed to synthesize it. The reactants are: [NH2:1][C:2]1[CH:7]=[CH:6][CH:5]=[CH:4][C:3]=1O.[CH3:9][O:10][C:11]1[CH:19]=[CH:18][C:14]([C:15]([OH:17])=O)=[CH:13][C:12]=1[NH2:20].